This data is from Forward reaction prediction with 1.9M reactions from USPTO patents (1976-2016). The task is: Predict the product of the given reaction. (1) The product is: [Br-:44].[OH:1][C@@H:2]([C@H:4]1[C:34](=[O:35])[N:6]2[C:7]([C:21]([O:23][CH2:24][C:25]3[CH:26]=[CH:27][C:28]([N+:31]([O-:33])=[O:32])=[CH:29][CH:30]=3)=[O:22])=[C:8]([C:11]3[S:15][C:14]4=[C:16]([S:19][CH3:20])[N:17]([CH2:43][C:42]5[CH:45]=[CH:46][C:39]([N+:36]([O-:38])=[O:37])=[CH:40][CH:41]=5)[CH:18]=[N+:13]4[CH:12]=3)[C@H:9]([CH3:10])[C@H:5]12)[CH3:3]. Given the reactants [OH:1][C@@H:2]([C@H:4]1[C:34](=[O:35])[N:6]2[C:7]([C:21]([O:23][CH2:24][C:25]3[CH:30]=[CH:29][C:28]([N+:31]([O-:33])=[O:32])=[CH:27][CH:26]=3)=[O:22])=[C:8]([C:11]3[S:15][C:14]4=[C:16]([S:19][CH3:20])[N:17]=[CH:18][N:13]4[CH:12]=3)[C@H:9]([CH3:10])[C@H:5]12)[CH3:3].[N+:36]([C:39]1[CH:46]=[CH:45][C:42]([CH2:43][Br:44])=[CH:41][CH:40]=1)([O-:38])=[O:37], predict the reaction product. (2) Given the reactants Cl.[NH2:2][CH2:3][C:4]1[CH:12]=[CH:11][CH:10]=[C:9]2[C:5]=1[C:6](=[O:22])[N:7]([CH:14]1[CH2:19][CH2:18][C:17](=[O:20])[NH:16][C:15]1=[O:21])[C:8]2=[O:13].N12CCCN=C1CCCCC2.[OH:34]N1C2C=CC=CC=2N=N1.[CH3:44][C:45]1[CH:46]=C(C(O)=O)[O:48][C:49]=1[CH3:50].Cl.CN(C)[CH2:57][CH2:58][CH2:59]N=C=NCC, predict the reaction product. The product is: [CH3:46][C:45]1[CH:44]=[C:59]([CH2:58][C:57]([NH:2][CH2:3][C:4]2[CH:12]=[CH:11][CH:10]=[C:9]3[C:5]=2[C:6](=[O:22])[N:7]([CH:14]2[CH2:19][CH2:18][C:17](=[O:20])[NH:16][C:15]2=[O:21])[C:8]3=[O:13])=[O:34])[O:48][C:49]=1[CH3:50].